From a dataset of Forward reaction prediction with 1.9M reactions from USPTO patents (1976-2016). Predict the product of the given reaction. (1) Given the reactants [CH2:1]([NH2:4])[CH2:2][SH:3].Cl.[C:6]1([C:12]([C:20]2[CH:25]=[CH:24][CH:23]=[CH:22][CH:21]=2)([C:14]2[CH:19]=[CH:18][CH:17]=[CH:16][CH:15]=2)O)[CH:11]=[CH:10][CH:9]=[CH:8][CH:7]=1.C(N(CC)CC)C.C(=O)(O)[O-].[Na+], predict the reaction product. The product is: [C:6]1([C:12]([C:14]2[CH:15]=[CH:16][CH:17]=[CH:18][CH:19]=2)([C:20]2[CH:21]=[CH:22][CH:23]=[CH:24][CH:25]=2)[S:3][CH2:2][CH2:1][NH2:4])[CH:7]=[CH:8][CH:9]=[CH:10][CH:11]=1. (2) Given the reactants [Br:1][C:2]1[CH:3]=[CH:4][C:5]2[NH:6][C:7]3[C:12]([C:13]=2[CH:14]=1)=[CH:11][C:10]([Br:15])=[CH:9][CH:8]=3.Br[CH2:17][CH2:18][CH2:19][CH3:20], predict the reaction product. The product is: [Br:15][C:10]1[CH:9]=[CH:8][C:7]2[N:6]([CH2:17][CH2:18][CH2:19][CH3:20])[C:5]3[C:13]([C:12]=2[CH:11]=1)=[CH:14][C:2]([Br:1])=[CH:3][CH:4]=3. (3) The product is: [C:44]([NH:1][CH2:2][C@@H:3]([C@@H:5]([NH:26][C:27](=[O:33])[O:28][C:29]([CH3:31])([CH3:30])[CH3:32])[CH2:6][C@H:7]([CH2:11][C:12]1[CH:17]=[CH:16][C:15]([O:18][CH3:19])=[C:14]([O:20][CH2:21][CH2:22][CH2:23][O:24][CH3:25])[CH:13]=1)[CH:8]([CH3:10])[CH3:9])[OH:4])(=[O:51])[C:45]1[CH:50]=[CH:49][CH:48]=[CH:47][CH:46]=1. Given the reactants [NH2:1][CH2:2][C@@H:3]([C@@H:5]([NH:26][C:27](=[O:33])[O:28][C:29]([CH3:32])([CH3:31])[CH3:30])[CH2:6][C@H:7]([CH2:11][C:12]1[CH:17]=[CH:16][C:15]([O:18][CH3:19])=[C:14]([O:20][CH2:21][CH2:22][CH2:23][O:24][CH3:25])[CH:13]=1)[CH:8]([CH3:10])[CH3:9])[OH:4].ClCCl.C(N(CC)CC)C.[C:44](Cl)(=[O:51])[C:45]1[CH:50]=[CH:49][CH:48]=[CH:47][CH:46]=1, predict the reaction product. (4) The product is: [CH3:10][O:5][C:4](=[O:6])[CH2:3][C@@H:2]([NH2:1])[CH2:7][CH3:8]. Given the reactants [NH2:1][CH:2]([CH2:7][CH3:8])[CH2:3][C:4]([OH:6])=[O:5].[Si](C=[N+]=[N-])(C)(C)[CH3:10], predict the reaction product. (5) Given the reactants [CH3:1][C:2]1[CH:7]=[CH:6][C:5]([C:8]2[O:12][N:11]=[CH:10][C:9]=2[C:13]([OH:15])=O)=[CH:4][CH:3]=1.C(O)(=O)C(O)=O.[F:22][C:23]([F:37])([F:36])[C:24]1[CH:35]=[CH:34][C:27]([CH2:28][CH:29]2[CH2:33][CH2:32][NH:31][CH2:30]2)=[CH:26][CH:25]=1, predict the reaction product. The product is: [CH3:1][C:2]1[CH:3]=[CH:4][C:5]([C:8]2[O:12][N:11]=[CH:10][C:9]=2[C:13]([N:31]2[CH2:32][CH2:33][CH:29]([CH2:28][C:27]3[CH:34]=[CH:35][C:24]([C:23]([F:22])([F:36])[F:37])=[CH:25][CH:26]=3)[CH2:30]2)=[O:15])=[CH:6][CH:7]=1. (6) Given the reactants [CH3:1][O:2][C:3](=[O:27])[C:4]1[CH:9]=[CH:8][C:7](C(C2C(O)=CC3C(C)(C)CCC(C)(C)C=3C=2)=O)=[CH:6][CH:5]=1.[H-].[Na+].BrCCCC, predict the reaction product. The product is: [CH3:1][O:2][C:3](=[O:27])[C:4]1[CH:9]=[CH:8][CH:7]=[CH:6][CH:5]=1. (7) Given the reactants Br[C:2]1[CH:3]=[CH:4][C:5]([NH:13][C:14]2[C:19]([C:20]([F:23])([F:22])[F:21])=[CH:18][N:17]=[C:16]([NH:24][C:25]3[CH:39]=[CH:38][C:28]([CH2:29][P:30](=[O:37])([O:34][CH2:35][CH3:36])[O:31][CH2:32][CH3:33])=[CH:27][C:26]=3[O:40][CH3:41])[N:15]=2)=[C:6]2[C:10]=1[CH2:9][N:8]([CH3:11])[C:7]2=[O:12].[CH3:42][N:43]1[CH2:48][CH2:47][NH:46][CH2:45][CH2:44]1, predict the reaction product. The product is: [CH2:32]([O:31][P:30]([CH2:29][C:28]1[CH:38]=[CH:39][C:25]([NH:24][C:16]2[N:15]=[C:14]([NH:13][C:5]3[CH:4]=[CH:3][C:2]([N:46]4[CH2:47][CH2:48][N:43]([CH3:42])[CH2:44][CH2:45]4)=[C:10]4[C:6]=3[C:7](=[O:12])[N:8]([CH3:11])[CH2:9]4)[C:19]([C:20]([F:22])([F:21])[F:23])=[CH:18][N:17]=2)=[C:26]([O:40][CH3:41])[CH:27]=1)(=[O:37])[O:34][CH2:35][CH3:36])[CH3:33].